From a dataset of Forward reaction prediction with 1.9M reactions from USPTO patents (1976-2016). Predict the product of the given reaction. (1) Given the reactants C(OC([NH:8][C@H:9]([C:19]([N:21]([CH2:28][C:29]1[CH:34]=[CH:33][CH:32]=[CH:31][CH:30]=1)[CH2:22][C:23](OCC)=[O:24])=[O:20])[CH2:10][C:11]1[CH:16]=[CH:15][C:14]([O:17][CH3:18])=[CH:13][CH:12]=1)=O)(C)(C)C.FC(F)(F)C(O)=O, predict the reaction product. The product is: [CH2:28]([N:21]1[CH2:22][C:23](=[O:24])[NH:8][CH:9]([CH2:10][C:11]2[CH:16]=[CH:15][C:14]([O:17][CH3:18])=[CH:13][CH:12]=2)[C:19]1=[O:20])[C:29]1[CH:34]=[CH:33][CH:32]=[CH:31][CH:30]=1. (2) Given the reactants [N:1]([CH:4]1[CH2:7][N:6]([C:8]2[CH:13]=[CH:12][C:11]([NH:14][C:15]3[N:20]=[C:19]([C:21]4[N:25]([CH:26]([CH3:28])[CH3:27])[C:24]([CH3:29])=[N:23][CH:22]=4)[C:18]([F:30])=[CH:17][N:16]=3)=[CH:10][CH:9]=2)[CH2:5]1)=[N+]=[N-].C1(P(C2C=CC=CC=2)C2C=CC=CC=2)C=CC=CC=1.O.Cl, predict the reaction product. The product is: [NH2:1][CH:4]1[CH2:5][N:6]([C:8]2[CH:9]=[CH:10][C:11]([NH:14][C:15]3[N:20]=[C:19]([C:21]4[N:25]([CH:26]([CH3:27])[CH3:28])[C:24]([CH3:29])=[N:23][CH:22]=4)[C:18]([F:30])=[CH:17][N:16]=3)=[CH:12][CH:13]=2)[CH2:7]1. (3) Given the reactants [C:1]1([O:11][CH2:12][C:13]([NH:15][C@H:16]([C:20]([NH:22][CH:23]([C:32](=[O:35])[CH2:33][F:34])[CH2:24][C:25]([O:27]C(C)(C)C)=[O:26])=[O:21])[CH:17]([CH3:19])[CH3:18])=[O:14])[C:10]2[C:5](=[CH:6][CH:7]=[CH:8][CH:9]=2)[CH:4]=[CH:3][CH:2]=1.C1(OC)C=CC=CC=1.FC(F)(F)C(O)=O, predict the reaction product. The product is: [C:1]1([O:11][CH2:12][C:13]([NH:15][C@H:16]([C:20]([NH:22][CH:23]([C:32](=[O:35])[CH2:33][F:34])[CH2:24][C:25]([OH:27])=[O:26])=[O:21])[CH:17]([CH3:18])[CH3:19])=[O:14])[C:10]2[C:5](=[CH:6][CH:7]=[CH:8][CH:9]=2)[CH:4]=[CH:3][CH:2]=1. (4) The product is: [Br:1][C:2]1[CH:7]=[CH:6][C:5]([CH2:8][CH2:9][CH2:10][Br:32])=[CH:4][CH:3]=1. Given the reactants [Br:1][C:2]1[CH:7]=[CH:6][C:5]([CH2:8][CH2:9][CH2:10]O)=[CH:4][CH:3]=1.C1C=CC(P(C2C=CC=CC=2)C2C=CC=CC=2)=CC=1.C(Br)(Br)(Br)[Br:32], predict the reaction product. (5) Given the reactants [NH2:1][C:2]1[C:10]([Cl:11])=[CH:9][CH:8]=[CH:7][C:3]=1[C:4]([OH:6])=[O:5].[Cl:12][CH2:13][CH2:14][CH2:15][N:16]=[C:17]=[O:18].[N-]=C=O, predict the reaction product. The product is: [Cl:11][C:10]1[C:2]([NH:1][C:17]([NH:16][CH2:15][CH2:14][CH2:13][Cl:12])=[O:18])=[C:3]([CH:7]=[CH:8][CH:9]=1)[C:4]([OH:6])=[O:5]. (6) Given the reactants [N:1]1[C:10]2[C:5](=[CH:6][CH:7]=[CH:8][CH:9]=2)[CH:4]=[CH:3][C:2]=1[NH:11][CH2:12][CH2:13][CH2:14][NH2:15].[S:16]1[CH:20]=[CH:19][C:18]([CH:21]=O)=[CH:17]1, predict the reaction product. The product is: [N:1]1[C:10]2[C:5](=[CH:6][CH:7]=[CH:8][CH:9]=2)[CH:4]=[CH:3][C:2]=1[NH:11][CH2:12][CH2:13][CH2:14][N:15]([CH2:21][C:18]1[CH:19]=[CH:20][S:16][CH:17]=1)[CH2:21][C:18]1[CH:19]=[CH:20][S:16][CH:17]=1. (7) Given the reactants [CH3:1][C:2]1([CH3:25])[C:15]2[C:10]3=[C:11]([C:19]4[CH:20]=[CH:21][CH:22]=[CH:23][C:24]=4[N:9]3[C:8]3[CH:7]=[CH:6][CH:5]=[CH:4][C:3]1=3)[CH:12]=[C:13](B(O)O)[CH:14]=2.Br[C:27]1[C:28](Br)=[C:29]([CH:35]=[CH:36][C:37]=1[C:38]([O:40][CH2:41]C)=[O:39])[C:30]([O:32][CH2:33]C)=[O:31].C(=O)([O-])[O-].[K+].[K+].N#N, predict the reaction product. The product is: [CH3:1][C:2]1([CH3:25])[C:15]2[C:10]3=[C:11]([C:19]4[CH:20]=[CH:21][C:22]([C:35]5[CH:36]=[C:37]([C:38]([O:40][CH3:41])=[O:39])[C:27]([C:21]6[CH:22]=[CH:23][C:24]7[N:9]8[C:8]9[CH:7]=[CH:6][CH:5]=[CH:4][C:3]=9[C:2]([CH3:25])([CH3:1])[C:15]9[C:10]8=[C:11]([CH:12]=[CH:13][CH:14]=9)[C:19]=7[CH:20]=6)=[CH:28][C:29]=5[C:30]([O:32][CH3:33])=[O:31])=[CH:23][C:24]=4[N:9]3[C:8]3[CH:7]=[CH:6][CH:5]=[CH:4][C:3]1=3)[CH:12]=[CH:13][CH:14]=2.